From a dataset of Reaction yield outcomes from USPTO patents with 853,638 reactions. Predict the reaction yield, written as a fraction of the theoretical maximum amount of product (1.0 means a 100% yield; for example, 0.34 means a 34% yield). (1) The reactants are [F:1][C:2]1([F:16])[CH2:8][N:7]([C:9]([O:11][C:12]([CH3:15])([CH3:14])[CH3:13])=[O:10])[CH2:6][CH2:5][NH:4][CH2:3]1.[C:17]([BH3-])#N.[Na+].C=O.C(O)(=O)C. The catalyst is C1COCC1.C(OCC)(=O)C.CO. The product is [F:16][C:2]1([F:1])[CH2:8][N:7]([C:9]([O:11][C:12]([CH3:13])([CH3:15])[CH3:14])=[O:10])[CH2:6][CH2:5][N:4]([CH3:17])[CH2:3]1. The yield is 0.980. (2) The reactants are S(C1C=CC(C)=CC=1)(O)(=O)=O.[F:12][C:13]([F:26])([F:25])[C:14]([C:17]1[CH:22]=[CH:21][CH:20]=[C:19]([O:23][CH3:24])[CH:18]=1)=[N:15]O.[NH3:27]. The catalyst is C(Cl)Cl. The product is [CH3:24][O:23][C:19]1[CH:18]=[C:17]([C:14]2([C:13]([F:26])([F:25])[F:12])[NH:27][NH:15]2)[CH:22]=[CH:21][CH:20]=1. The yield is 0.860. (3) The reactants are C([N:14]1[CH2:17][CH:16]([O:18][CH:19]([C:30]2[CH:35]=[CH:34][C:33]([CH3:36])=[CH:32][CH:31]=2)[C:20]2[CH:25]=[CH:24][CH:23]=[CH:22][C:21]=2[C:26]([F:29])([F:28])[F:27])[CH2:15]1)(C1C=CC=CC=1)C1C=CC=CC=1.Cl.[Cl:38]C1C=CC=CC=1C(OC1CNC1)C1C=CC(Cl)=CC=1. No catalyst specified. The product is [ClH:38].[F:29][C:26]([F:27])([F:28])[C:21]1[CH:22]=[CH:23][CH:24]=[CH:25][C:20]=1[CH:19]([O:18][CH:16]1[CH2:17][NH:14][CH2:15]1)[C:30]1[CH:35]=[CH:34][C:33]([CH3:36])=[CH:32][CH:31]=1. The yield is 0.540. (4) The reactants are [CH3:1][C@:2]1([CH2:10][N:11]2[C:15]3[CH:16]=[C:17]([C:20]#[N:21])[CH:18]=[CH:19][C:14]=3[N:13]=[CH:12]2)[CH2:9][CH2:8][CH2:7][C@:4]2([O:6][CH2:5]2)[CH2:3]1.[CH2:22]([NH2:25])[C:23]#[CH:24].C1N=CN([C:31](N2C=NC=C2)=[O:32])C=1.O1CCOCC1. The catalyst is CO. The product is [CH3:1][C@:2]1([CH2:10][N:11]2[C:15]3[CH:16]=[C:17]([C:20]#[N:21])[CH:18]=[CH:19][C:14]=3[N:13]=[CH:12]2)[CH2:9][CH2:8][CH2:7][C@:4]2([O:6][C:31](=[O:32])[N:25]([CH2:22][C:23]#[CH:24])[CH2:5]2)[CH2:3]1. The yield is 0.0500. (5) The reactants are CN1CCOCC1.ClC(OCC(C)C)=O.C(N)C1C=CC=CC=1.C1C2C(COC(=O)[NH:40][CH:41]([C:52](=O)[NH:53][C:54]3[CH:59]=[C:58]([Cl:60])[CH:57]=[CH:56][C:55]=3[C:61](=[O:70])[NH:62][CH2:63][C:64]3[CH:69]=[CH:68][CH:67]=[CH:66][CH:65]=3)[CH2:42][CH2:43][NH:44][C:45]([O:47][C:48]([CH3:51])([CH3:50])[CH3:49])=[O:46])C3C(=CC=CC=3)C=2C=CC=1.O.[OH-].[Li+]. The catalyst is O1CCOCC1.C(O)CO.O. The product is [C:48]([O:47][C:45](=[O:46])[NH:44][CH2:43][CH2:42][CH:41]([NH2:40])[C:52]1[N:62]([CH2:63][C:64]2[CH:69]=[CH:68][CH:67]=[CH:66][CH:65]=2)[C:61](=[O:70])[C:55]2[C:54](=[CH:59][C:58]([Cl:60])=[CH:57][CH:56]=2)[N:53]=1)([CH3:51])([CH3:50])[CH3:49]. The yield is 0.700. (6) The reactants are [CH3:1][O:2][C:3]1[C:10]([O:11][CH3:12])=[CH:9][CH:8]=[CH:7][C:4]=1[CH:5]=[O:6].Br[C:14]1[CH:19]=[C:18]([O:20][CH3:21])[CH:17]=[C:16]([O:22][CH3:23])[CH:15]=1.C([Li])CCC.O1C2C=CC(C(C3C=C(OC)C=C(OC)C=3)O)=CC=2OCC1. No catalyst specified. The product is [CH3:1][O:2][C:3]1[C:10]([O:11][CH3:12])=[CH:9][CH:8]=[CH:7][C:4]=1[CH:5]([C:14]1[CH:19]=[C:18]([O:20][CH3:21])[CH:17]=[C:16]([O:22][CH3:23])[CH:15]=1)[OH:6]. The yield is 0.890.